This data is from Full USPTO retrosynthesis dataset with 1.9M reactions from patents (1976-2016). The task is: Predict the reactants needed to synthesize the given product. (1) Given the product [CH2:1]([N:3]([CH2:11][C:12]1[CH:13]=[N:14][CH:15]=[C:16]([C:19]2[CH:20]=[C:21]3[C:25](=[CH:26][CH:27]=2)[N:24]([CH:28]2[CH2:33][CH2:32][CH2:31][CH2:30][O:29]2)[N:23]=[C:22]3[C:34]2[NH:35][C:36]([C:39]([NH:41][CH2:42][CH3:43])=[O:40])=[CH:37][N:38]=2)[C:17]=1[CH3:18])[C:4](=[O:10])[O:5][C:6]([CH3:9])([CH3:8])[CH3:7])[CH3:2], predict the reactants needed to synthesize it. The reactants are: [CH2:1]([N:3]([CH2:11][C:12]1[CH:13]=[N:14][CH:15]=[C:16]([C:19]2[CH:20]=[C:21]3[C:25](=[CH:26][CH:27]=2)[N:24]([CH:28]2[CH2:33][CH2:32][CH2:31][CH2:30][O:29]2)[N:23]=[C:22]3[C:34]2[NH:35][C:36]([C:39]([NH:41][CH2:42][C:43]3C=NC=CC=3)=[O:40])=[CH:37][N:38]=2)[C:17]=1[CH3:18])[C:4](=[O:10])[O:5][C:6]([CH3:9])([CH3:8])[CH3:7])[CH3:2].C(OC(N(CC1C(C)=C(C2C=C3C(=CC=2)N(C2CCCCO2)N=C3C2NC(C(O)=O)=CN=2)C=NC=1)CC)=O)(C)(C)C.C(N(C(C)C)CC)(C)C.C(N)C.C1COCC1.CN(C(ON1N=NC2C=CC=NC1=2)=[N+](C)C)C.F[P-](F)(F)(F)(F)F. (2) Given the product [Cl:1][C:2]1[N:3]=[C:4]([C:18]2[CH:19]=[C:20]([C:25]([F:28])([F:27])[F:26])[C:21]([NH2:24])=[N:22][CH:23]=2)[CH:5]=[C:6]([Cl:8])[N:7]=1, predict the reactants needed to synthesize it. The reactants are: [Cl:1][C:2]1[N:7]=[C:6]([Cl:8])[CH:5]=[C:4](Cl)[N:3]=1.CC1(C)C(C)(C)OB([C:18]2[CH:19]=[C:20]([C:25]([F:28])([F:27])[F:26])[C:21]([NH2:24])=[N:22][CH:23]=2)O1.C(=O)([O-])[O-].[Cs+].[Cs+]. (3) Given the product [NH:1]1[CH2:27][CH2:26][CH2:25][C@H:2]1[C:3]([NH:5][CH2:6][C:7]([NH:9][CH2:10][C:11]([NH:13][CH2:14][C:15]([O:17][CH2:18][C:19]1[CH:24]=[CH:23][CH:22]=[CH:21][CH:20]=1)=[O:16])=[O:12])=[O:8])=[O:4], predict the reactants needed to synthesize it. The reactants are: [N:1]1(C(OC(C)(C)C)=O)[CH2:27][CH2:26][CH2:25][C@H:2]1[C:3]([NH:5][CH2:6][C:7]([NH:9][CH2:10][C:11]([NH:13][CH2:14][C:15]([O:17][CH2:18][C:19]1[CH:24]=[CH:23][CH:22]=[CH:21][CH:20]=1)=[O:16])=[O:12])=[O:8])=[O:4].